This data is from Forward reaction prediction with 1.9M reactions from USPTO patents (1976-2016). The task is: Predict the product of the given reaction. (1) Given the reactants Cl[S:2]([C:5]1[O:9][C:8]([C:10]([O:12][CH3:13])=[O:11])=[CH:7][CH:6]=1)(=[O:4])=[O:3].[C:14]([NH2:18])([CH3:17])([CH3:16])[CH3:15], predict the reaction product. The product is: [C:14]([NH:18][S:2]([C:5]1[O:9][C:8]([C:10]([O:12][CH3:13])=[O:11])=[CH:7][CH:6]=1)(=[O:4])=[O:3])([CH3:17])([CH3:16])[CH3:15]. (2) Given the reactants [F:1][C:2]1[CH:3]=[C:4]([CH:7]=[CH:8][C:9]=1F)[C:5]#[N:6].C([O-])([O-])=O.[Cs+].[Cs+].[Cl:17][C:18]1[CH:19]=[C:20]([OH:39])[CH:21]=[CH:22][C:23]=1[CH:24]([CH3:38])[C:25]([C:31]1[CH:36]=[CH:35][N:34]=[C:33]([Cl:37])[CH:32]=1)([OH:30])[C:26]([F:29])([F:28])[F:27], predict the reaction product. The product is: [Cl:17][C:18]1[CH:19]=[C:20]([CH:21]=[CH:22][C:23]=1[CH:24]([CH3:38])[C:25]([C:31]1[CH:36]=[CH:35][N:34]=[C:33]([Cl:37])[CH:32]=1)([OH:30])[C:26]([F:29])([F:28])[F:27])[O:39][C:9]1[CH:8]=[CH:7][C:4]([C:5]#[N:6])=[CH:3][C:2]=1[F:1]. (3) Given the reactants [Cl:1][C:2]1[C:3]([O:18][CH:19]2[CH2:24][CH2:23][N:22]([C:25]([O:27][C:28](C)([CH3:30])[CH3:29])=[O:26])[CH2:21][CH2:20]2)=[CH:4][C:5](=[O:17])[N:6]([C:8]2[CH:13]=[CH:12][C:11]([C:14]#[N:15])=[C:10]([F:16])[CH:9]=2)[CH:7]=1.CS(C1C=CC(N2C=CC(OC3CCN(C(OC(C)(C)C)=O)CC3)=CC2=O)=CC=1)(=O)=O.ClC(OC(C)C(F)(F)F)=O, predict the reaction product. The product is: [Cl:1][C:2]1[C:3]([O:18][CH:19]2[CH2:20][CH2:21][N:22]([C:25]([O:27][CH:28]([CH3:30])[CH3:29])=[O:26])[CH2:23][CH2:24]2)=[CH:4][C:5](=[O:17])[N:6]([C:8]2[CH:13]=[CH:12][C:11]([C:14]#[N:15])=[C:10]([F:16])[CH:9]=2)[CH:7]=1. (4) Given the reactants [N:1]1([C:7]2[CH:19]=[CH:18][C:10]([CH2:11][N:12]3[CH2:17][CH2:16][O:15][CH2:14][CH2:13]3)=[CH:9][CH:8]=2)[CH2:6][CH2:5][NH:4][CH2:3][CH2:2]1.F[C:21]1[CH:30]=[CH:29][C:24]([C:25]([O:27][CH3:28])=[O:26])=[CH:23][CH:22]=1.CCN(C(C)C)C(C)C, predict the reaction product. The product is: [CH3:28][O:27][C:25](=[O:26])[C:24]1[CH:29]=[CH:30][C:21]([N:4]2[CH2:3][CH2:2][N:1]([C:7]3[CH:19]=[CH:18][C:10]([CH2:11][N:12]4[CH2:13][CH2:14][O:15][CH2:16][CH2:17]4)=[CH:9][CH:8]=3)[CH2:6][CH2:5]2)=[CH:22][CH:23]=1. (5) Given the reactants C(=O)([O-])[O-].[K+].[K+].[CH2:7]([OH:14])[C:8]1[CH:13]=[CH:12][CH:11]=[CH:10][CH:9]=1.[F:15][C:16]1[CH:21]=[C:20](F)[CH:19]=[C:18]([F:23])[C:17]=1[N+:24]([O-:26])=[O:25].CCOC(C)=O.O, predict the reaction product. The product is: [CH2:7]([O:14][C:20]1[CH:21]=[C:16]([F:15])[C:17]([N+:24]([O-:26])=[O:25])=[C:18]([F:23])[CH:19]=1)[C:8]1[CH:13]=[CH:12][CH:11]=[CH:10][CH:9]=1. (6) Given the reactants [N:1]1([C:7]2[N:8]=[C:9]([CH2:14][C:15]([O-:17])=O)[NH:10][C:11](=[O:13])[CH:12]=2)[CH2:6][CH2:5][O:4][CH2:3][CH2:2]1.[Na+].[CH3:19][C:20]1[C:26]([CH3:27])=[CH:25][CH:24]=[CH:23][C:21]=1[NH2:22], predict the reaction product. The product is: [CH3:19][C:20]1[C:26]([CH3:27])=[CH:25][CH:24]=[CH:23][C:21]=1[NH:22][C:15](=[O:17])[CH2:14][C:9]1[NH:10][C:11](=[O:13])[CH:12]=[C:7]([N:1]2[CH2:2][CH2:3][O:4][CH2:5][CH2:6]2)[N:8]=1. (7) Given the reactants O.ON1C2C=CC=C[C:6]=2N=N1.Cl.CN(C)CCCN=C=NCC.[N:24]1[CH:29]=[CH:28][C:27]([C:30]2[S:34][C:33]([C:35]([O-:37])=[O:36])=[N:32][CH:31]=2)=[CH:26][CH:25]=1.[Li+], predict the reaction product. The product is: [N:24]1[CH:29]=[CH:28][C:27]([C:30]2[S:34][C:33]([C:35]([O:37][CH3:6])=[O:36])=[N:32][CH:31]=2)=[CH:26][CH:25]=1. (8) Given the reactants [C:1](O[C:1]([O:3][C:4]([CH3:7])([CH3:6])[CH3:5])=[O:2])([O:3][C:4]([CH3:7])([CH3:6])[CH3:5])=[O:2].[NH2:16][C:17]1[CH:22]=[C:21]([CH:23]([C:25]2[CH:30]=[C:29]([F:31])[CH:28]=[CH:27][C:26]=2[F:32])[OH:24])[C:20]([Cl:33])=[CH:19][N:18]=1, predict the reaction product. The product is: [C:1](=[O:2])([O:3][C:4]([CH3:7])([CH3:6])[CH3:5])[O:24][CH:23]([C:21]1[C:20]([Cl:33])=[CH:19][N:18]=[C:17]([NH2:16])[CH:22]=1)[C:25]1[CH:30]=[C:29]([F:31])[CH:28]=[CH:27][C:26]=1[F:32]. (9) Given the reactants [F:1][C:2]([F:41])([F:40])[C:3]1[CH:4]=[C:5]([C@H:13]([O:15][C@H:16]2[CH2:21][CH2:20][N:19]([C:22](OC3C=CC([N+]([O-])=O)=CC=3)=[O:23])[CH2:18][C@H:17]2[C:34]2[CH:39]=[CH:38][CH:37]=[CH:36][CH:35]=2)[CH3:14])[CH:6]=[C:7]([C:9]([F:12])([F:11])[F:10])[CH:8]=1.[O:42]=[S:43]1(=[O:54])[CH2:47][CH2:46][CH2:45][N:44]1[CH:48]1[CH2:53][CH2:52][NH:51][CH2:50][CH2:49]1, predict the reaction product. The product is: [F:11][C:9]([F:10])([F:12])[C:7]1[CH:6]=[C:5]([C@H:13]([O:15][C@H:16]2[CH2:21][CH2:20][N:19]([C:22]([N:51]3[CH2:52][CH2:53][CH:48]([N:44]4[CH2:45][CH2:46][CH2:47][S:43]4(=[O:42])=[O:54])[CH2:49][CH2:50]3)=[O:23])[CH2:18][C@H:17]2[C:34]2[CH:39]=[CH:38][CH:37]=[CH:36][CH:35]=2)[CH3:14])[CH:4]=[C:3]([C:2]([F:40])([F:41])[F:1])[CH:8]=1.